This data is from Forward reaction prediction with 1.9M reactions from USPTO patents (1976-2016). The task is: Predict the product of the given reaction. (1) Given the reactants C[O:2][C:3]([C:5]1[CH:14]=[CH:13][C:12]2[C:7](=[C:8]([C:15]3[C:24]4[C:19](=[CH:20][CH:21]=[CH:22][CH:23]=4)[CH:18]=[CH:17][CH:16]=3)[CH:9]=[CH:10][CH:11]=2)[N:6]=1)=O.[BH4-].[Na+].O, predict the reaction product. The product is: [OH:2][CH2:3][C:5]1[CH:14]=[CH:13][C:12]2[C:7](=[C:8]([C:15]3[C:24]4[C:19](=[CH:20][CH:21]=[CH:22][CH:23]=4)[CH:18]=[CH:17][CH:16]=3)[CH:9]=[CH:10][CH:11]=2)[N:6]=1. (2) Given the reactants CC(C[AlH]CC(C)C)C.[C:10]([C:12]1[CH:13]=[C:14]([CH:19]=[CH:20][C:21]=1[CH3:22])[C:15](OC)=[O:16])#N.[OH2:23].Cl, predict the reaction product. The product is: [OH:16][CH2:15][C:14]1[CH:19]=[CH:20][C:21]([CH3:22])=[C:12]([CH:13]=1)[CH:10]=[O:23]. (3) Given the reactants COC1C=C2C(CCC(=O)N2)=CC=1.[H-].[Na+].FC1C=C2C(C=CC(=O)N2CCN2CCC(NCC3C=CC4OCC(=O)NC=4N=3)CC2)=CC=1.[CH3:49][O:50][C:51]1[CH:60]=[C:59]2[C:54]([CH:55]=[CH:56][C:57](=[O:77])[N:58]2[CH2:61][CH2:62][N:63]2[CH2:68][CH2:67][CH:66]([NH:69][C:70](=[O:76])[O:71][C:72]([CH3:75])([CH3:74])[CH3:73])[CH2:65][CH2:64]2)=[CH:53][CH:52]=1, predict the reaction product. The product is: [CH3:49][O:50][C:51]1[CH:60]=[C:59]2[C:54]([CH2:55][CH2:56][C:57](=[O:77])[N:58]2[CH2:61][CH2:62][N:63]2[CH2:64][CH2:65][CH:66]([NH:69][C:70](=[O:76])[O:71][C:72]([CH3:73])([CH3:75])[CH3:74])[CH2:67][CH2:68]2)=[CH:53][CH:52]=1. (4) Given the reactants [F:1][C:2]1[CH:7]=[CH:6][C:5]([C:8]2[CH2:17][CH2:16][C:11]3([O:15][CH2:14][CH2:13][O:12]3)[CH2:10][CH:9]=2)=[CH:4][CH:3]=1.[H][H], predict the reaction product. The product is: [F:1][C:2]1[CH:7]=[CH:6][C:5]([CH:8]2[CH2:17][CH2:16][C:11]3([O:12][CH2:13][CH2:14][O:15]3)[CH2:10][CH2:9]2)=[CH:4][CH:3]=1.